Dataset: Forward reaction prediction with 1.9M reactions from USPTO patents (1976-2016). Task: Predict the product of the given reaction. (1) Given the reactants Cl.[NH2:2][CH2:3][CH2:4][C:5]1[CH:12]=[CH:11][C:9]([OH:10])=[C:7]([OH:8])[CH:6]=1.C(N(CC)CC)C.C[Si](C)(C)Cl.[C:25](Cl)(=[O:28])[CH:26]=[CH2:27], predict the reaction product. The product is: [OH:8][C:7]1[CH:6]=[C:5]([CH2:4][CH2:3][NH:2][C:25](=[O:28])[CH:26]=[CH2:27])[CH:12]=[CH:11][C:9]=1[OH:10]. (2) Given the reactants Cl.C1[C:7]2(C[CH2:11][N:10]([C:13]([O:15][C:16]([CH3:19])([CH3:18])[CH3:17])=[O:14])[CH2:9][CH2:8]2)CNCC1.[CH2:20]([NH:24][C:25]([NH:27][CH2:28][C:29]([OH:31])=O)=[O:26])[CH:21]([CH3:23])[CH3:22].C(N(CC)CC)C.CN(C(ON1N=N[C:49]2[CH:50]=[CH:51][CH:52]=[N:53][C:48]1=2)=[N+](C)C)C.F[P-](F)(F)(F)(F)F, predict the reaction product. The product is: [CH2:20]([NH:24][C:25]([NH:27][CH2:28][C:29]([N:53]1[CH2:48][CH2:49][C:50]2([CH2:7][CH2:8][CH2:9][N:10]([C:13]([O:15][C:16]([CH3:17])([CH3:19])[CH3:18])=[O:14])[CH2:11]2)[CH2:51][CH2:52]1)=[O:31])=[O:26])[CH:21]([CH3:22])[CH3:23]. (3) Given the reactants [CH3:1][N:2]1[CH:6]=[CH:5][C:4]([CH2:7][OH:8])=[N:3]1.Cl[C:10]1[N:11]=[C:12]([OH:20])[C:13]2[CH:19]=[CH:18][N:17]=[CH:16][C:14]=2[N:15]=1, predict the reaction product. The product is: [CH3:1][N:2]1[CH:6]=[CH:5][C:4]([CH2:7][O:8][C:10]2[N:11]=[C:12]([OH:20])[C:13]3[CH:19]=[CH:18][N:17]=[CH:16][C:14]=3[N:15]=2)=[N:3]1. (4) Given the reactants [B:10]1([B:10]2[O:14][C:13]([CH3:16])([CH3:15])[C:12]([CH3:18])([CH3:17])[O:11]2)[O:14][C:13]([CH3:16])([CH3:15])[C:12]([CH3:18])([CH3:17])[O:11]1.CC([O-])=O.[K+].C(Cl)Cl.[CH2:27]([O:34][C:35]1[CH:44]=[C:43]2[C:38]([CH:39]=[CH:40][C:41]([OH:45])=[CH:42]2)=[CH:37][C:36]=1Br)[C:28]1[CH:33]=[CH:32][CH:31]=[CH:30][CH:29]=1, predict the reaction product. The product is: [CH2:27]([O:34][C:35]1[CH:44]=[C:43]2[C:38]([CH:39]=[CH:40][C:41]([OH:45])=[CH:42]2)=[CH:37][C:36]=1[B:10]1[O:11][C:12]([CH3:17])([CH3:18])[C:13]([CH3:15])([CH3:16])[O:14]1)[C:28]1[CH:29]=[CH:30][CH:31]=[CH:32][CH:33]=1. (5) Given the reactants [CH2:1]([OH:5])[CH:2]([OH:4])[CH3:3].[C:6]([OH:14])(=O)[C:7]1[CH:12]=[CH:11][CH:10]=[CH:9][CH:8]=1.[OH-:15].[K+], predict the reaction product. The product is: [C:6]([O:5][CH2:1][CH:2]([O:4][C:6](=[O:14])[C:7]1[CH:8]=[CH:9][CH:10]=[CH:11][CH:12]=1)[CH3:3])(=[O:15])[C:7]1[CH:12]=[CH:11][CH:10]=[CH:9][CH:8]=1. (6) The product is: [CH3:14][O:13][C:10]1[CH:9]=[C:5]([CH:4]=[C:3]([O:2][CH3:1])[C:11]=1[OH:12])[CH:6]=[O:7]. Given the reactants [CH3:1][O:2][C:3]1[CH:4]=[C:5]([CH:9]=[C:10]([O:13][CH3:14])[C:11]=1[OH:12])[C:6](O)=[O:7], predict the reaction product. (7) Given the reactants [Cl:1][C:2]1[N:3]=[C:4](Cl)[C:5]2[C:10]([I:11])=[CH:9][N:8]([S:12]([C:15]3[CH:21]=[CH:20][C:18]([CH3:19])=[CH:17][CH:16]=3)(=[O:14])=[O:13])[C:6]=2[N:7]=1.CN.C[CH2:26][N:27](C(C)C)C(C)C, predict the reaction product. The product is: [Cl:1][C:2]1[N:3]=[C:4]([NH:27][CH3:26])[C:5]2[C:10]([I:11])=[CH:9][N:8]([S:12]([C:15]3[CH:21]=[CH:20][C:18]([CH3:19])=[CH:17][CH:16]=3)(=[O:14])=[O:13])[C:6]=2[N:7]=1.